This data is from Reaction yield outcomes from USPTO patents with 853,638 reactions. The task is: Predict the reaction yield, written as a fraction of the theoretical maximum amount of product (1.0 means a 100% yield; for example, 0.34 means a 34% yield). The reactants are [F:1][C:2]1[CH:10]=[C:9]([O:11][C:12]([F:15])([F:14])[F:13])[CH:8]=[CH:7][C:3]=1C(O)=O.C1C=CC(P(N=[N+]=[N-])(C2C=CC=CC=2)=[O:23])=CC=1.CC[N:35]([CH2:38]C)CC.[CH3:40][C:41]([OH:44])([CH3:43])[CH3:42]. No catalyst specified. The product is [F:1][C:2]1[CH:10]=[C:9]([O:11][C:12]([F:13])([F:14])[F:15])[CH:8]=[CH:7][C:3]=1[NH:35][C:38](=[O:23])[O:44][C:41]([CH3:43])([CH3:42])[CH3:40]. The yield is 0.500.